Dataset: Reaction yield outcomes from USPTO patents with 853,638 reactions. Task: Predict the reaction yield, written as a fraction of the theoretical maximum amount of product (1.0 means a 100% yield; for example, 0.34 means a 34% yield). (1) The reactants are C([O:5][C:6]([C@H:8]1[CH2:12][CH2:11][CH2:10][N:9]1[C:13](=[O:42])[CH2:14][N:15]([CH2:38][CH2:39][CH2:40][CH3:41])[C:16]([N:18]([CH2:23][C:24]([N:26]1[CH2:30][CH2:29][CH2:28][C@@H:27]1[C:31]([O:33]C(C)(C)C)=[O:32])=[O:25])[CH2:19][CH2:20][CH2:21][CH3:22])=[O:17])=[O:7])(C)(C)C. The catalyst is FC(F)(F)C(O)=O. The product is [C:31]([C@H:27]1[CH2:28][CH2:29][CH2:30][N:26]1[C:24](=[O:25])[CH2:23][N:18]([CH2:19][CH2:20][CH2:21][CH3:22])[C:16](=[O:17])[N:15]([CH2:14][C:13]([N:9]1[CH2:10][CH2:11][CH2:12][C@@H:8]1[C:6]([OH:7])=[O:5])=[O:42])[CH2:38][CH2:39][CH2:40][CH3:41])([OH:33])=[O:32]. The yield is 0.740. (2) The reactants are [Cl-].O[NH3+:3].[C:4](=[O:7])([O-])[OH:5].[Na+].CS(C)=O.[CH2:13]([C:15]1[N:16]([C:40]2[CH:45]=[CH:44][C:43]([O:46][CH3:47])=[CH:42][CH:41]=2)[C:17](=[O:39])[C:18]([CH2:24][C:25]2[CH:30]=[CH:29][C:28]([C:31]3[C:32]([C:37]#[N:38])=[CH:33][CH:34]=[CH:35][CH:36]=3)=[CH:27][CH:26]=2)=[C:19]([CH2:21][CH2:22][CH3:23])[N:20]=1)[CH3:14]. The catalyst is C(OCC)(=O)C. The product is [CH2:13]([C:15]1[N:16]([C:40]2[CH:45]=[CH:44][C:43]([O:46][CH3:47])=[CH:42][CH:41]=2)[C:17](=[O:39])[C:18]([CH2:24][C:25]2[CH:30]=[CH:29][C:28]([C:31]3[CH:36]=[CH:35][CH:34]=[CH:33][C:32]=3[C:37]3[NH:3][C:4](=[O:7])[O:5][N:38]=3)=[CH:27][CH:26]=2)=[C:19]([CH2:21][CH2:22][CH3:23])[N:20]=1)[CH3:14]. The yield is 0.510. (3) The reactants are N#N.[Cl:3][C:4]1[CH:17]=[CH:16][C:7]2[N:8]([CH3:15])[C:9](=[O:14])[CH2:10][NH:11][C:12](=O)[C:6]=2[CH:5]=1.O=P(Cl)(Cl)[Cl:20]. The catalyst is C1(C)C=CC=CC=1. The product is [Cl:20][C:12]1[C:6]2[CH:5]=[C:4]([Cl:3])[CH:17]=[CH:16][C:7]=2[N:8]([CH3:15])[C:9](=[O:14])[CH2:10][N:11]=1. The yield is 0.875. (4) The reactants are [Si]([O:8][CH2:9][CH2:10][N:11]([CH:42]([CH3:44])[CH3:43])[C:12]([C:14]1[C:19]([O:20][CH2:21][C:22]2[CH:27]=[CH:26][CH:25]=[CH:24][CH:23]=2)=[C:18]([OH:28])[N:17]=[C:16]([CH2:29][C:30]2[C:35]([C:36]3[CH:41]=[CH:40][CH:39]=[CH:38][CH:37]=3)=[CH:34][CH:33]=[CH:32][N:31]=2)[N:15]=1)=[O:13])(C(C)(C)C)(C)C.[Si](OCCN(C)C(C1C(OCC2C=CC=CC=2)=C(O)N=C(CC2C=CC=CC=2C2C=CC=CC=2)N=1)=O)(C(C)(C)C)(C)C.CO. The catalyst is ClCCl. The product is [OH:8][CH2:9][CH2:10][N:11]([CH:42]([CH3:44])[CH3:43])[C:12]([C:14]1[C:19]([O:20][CH2:21][C:22]2[CH:23]=[CH:24][CH:25]=[CH:26][CH:27]=2)=[C:18]([OH:28])[N:17]=[C:16]([CH2:29][C:30]2[C:35]([C:36]3[CH:37]=[CH:38][CH:39]=[CH:40][CH:41]=3)=[CH:34][CH:33]=[CH:32][N:31]=2)[N:15]=1)=[O:13]. The yield is 0.859. (5) The reactants are O=[CH:2][CH2:3][CH2:4][CH2:5][CH2:6][CH2:7][NH:8][C:9](=[O:15])[O:10][C:11]([CH3:14])([CH3:13])[CH3:12].[Li]CCCC.[CH3:21][CH2:22][O:23][C:24]([CH:26](P(OCC)(OCC)=O)[F:27])=[O:25].[Cl-].[NH4+]. The catalyst is C1COCC1. The product is [C:11]([O:10][C:9]([NH:8][CH2:7][CH2:6][CH2:5][CH2:4][CH2:3]/[CH:2]=[C:26](\[F:27])/[C:24]([O:23][CH2:22][CH3:21])=[O:25])=[O:15])([CH3:14])([CH3:13])[CH3:12]. The yield is 0.680. (6) The reactants are Cl[CH2:2][C:3]1[S:7][C:6]([CH2:8][CH3:9])=[N:5][CH:4]=1.[C:10]1([CH:16]2[CH2:21][CH2:20][NH:19][CH2:18][CH2:17]2)[CH:15]=[CH:14][CH:13]=[CH:12][CH:11]=1.CCN(C(C)C)C(C)C. The catalyst is C(Cl)Cl. The product is [CH2:8]([C:6]1[S:7][C:3]([CH2:2][N:19]2[CH2:20][CH2:21][CH:16]([C:10]3[CH:15]=[CH:14][CH:13]=[CH:12][CH:11]=3)[CH2:17][CH2:18]2)=[CH:4][N:5]=1)[CH3:9]. The yield is 0.270. (7) The reactants are [Cl:1][C:2]1[CH:3]=[C:4]2[C:8](=[CH:9][CH:10]=1)[NH:7][C:6]([C:11]([NH:13][NH:14][C:15](=[O:24])[C:16]1[CH:21]=[CH:20][C:19]([F:22])=[CH:18][C:17]=1[NH2:23])=[O:12])=[CH:5]2.O.[C:26]1([CH3:36])[CH:31]=[CH:30][C:29]([S:32]([OH:35])(=[O:34])=[O:33])=[CH:28][CH:27]=1.C1(C)C=CC(S(O)(=O)=O)=CC=1. The catalyst is C1COCC1.O.C1COCC1.O. The product is [C:26]1([CH3:36])[CH:27]=[CH:28][C:29]([S:32]([OH:35])(=[O:33])=[O:34])=[CH:30][CH:31]=1.[Cl:1][C:2]1[CH:3]=[C:4]2[C:8](=[CH:9][CH:10]=1)[NH:7][C:6]([C:11]([NH:13][NH:14][C:15](=[O:24])[C:16]1[CH:21]=[CH:20][C:19]([F:22])=[CH:18][C:17]=1[NH2:23])=[O:12])=[CH:5]2. The yield is 0.770. (8) The reactants are [H-].[Na+].[NH2:3][C:4]1[O:8][C:7]([C:9]([O:11][CH2:12][CH3:13])=[O:10])=[N:6][N:5]=1.[C:14](O[C:14]([O:16][C:17]([CH3:20])([CH3:19])[CH3:18])=[O:15])([O:16][C:17]([CH3:20])([CH3:19])[CH3:18])=[O:15]. The catalyst is CN(C=O)C. The product is [C:17]([O:16][C:14]([NH:3][C:4]1[O:8][C:7]([C:9]([O:11][CH2:12][CH3:13])=[O:10])=[N:6][N:5]=1)=[O:15])([CH3:20])([CH3:19])[CH3:18]. The yield is 0.562. (9) The reactants are [CH2:1]([C:4]1[N:5]=[C:6]([C@@H:26]2[C@H:30]([CH2:31][CH3:32])[CH2:29][C@H:28]([NH:33][S:34]([CH:37]3[CH2:39][CH2:38]3)(=[O:36])=[O:35])[CH2:27]2)[N:7]2[C:12]3[CH:13]=[CH:14][N:15](S(C4C=CC(C)=CC=4)(=O)=O)[C:11]=3[N:10]=[CH:9][C:8]=12)[CH:2]=[CH2:3].CSC.[OH:43]O.[OH-].[Na+]. The catalyst is C1COCC1.O.CCOC(C)=O. The product is [CH2:31]([C@H:30]1[C@@H:26]([C:6]2[N:7]3[C:12]4[CH:13]=[CH:14][NH:15][C:11]=4[N:10]=[CH:9][C:8]3=[C:4]([CH2:1][CH2:2][CH2:3][OH:43])[N:5]=2)[CH2:27][C@@H:28]([NH:33][S:34]([CH:37]2[CH2:39][CH2:38]2)(=[O:35])=[O:36])[CH2:29]1)[CH3:32]. The yield is 0.370. (10) The reactants are [Cl:1][C:2]1[CH:9]=[CH:8][C:5]([CH2:6][NH2:7])=[CH:4][CH:3]=1.[C:10](Cl)(Cl)=[O:11]. The catalyst is C1(C)C=CC=CC=1. The product is [Cl:1][C:2]1[CH:9]=[CH:8][C:5]([CH2:6][N:7]=[C:10]=[O:11])=[CH:4][CH:3]=1. The yield is 1.00.